Dataset: Reaction yield outcomes from USPTO patents with 853,638 reactions. Task: Predict the reaction yield, written as a fraction of the theoretical maximum amount of product (1.0 means a 100% yield; for example, 0.34 means a 34% yield). (1) The product is [C:26]([Si:30]([CH3:47])([CH3:46])[O:31][CH:32]1[CH:37]([O:38][Si:39]([C:42]([CH3:45])([CH3:44])[CH3:43])([CH3:41])[CH3:40])[CH2:36][CH2:35][N:34]([CH2:24][CH2:23][CH2:22][CH2:21][N:16]2[C:17](=[O:20])[CH2:18][CH2:19][N:13]([C:11](=[O:12])/[CH:10]=[CH:9]/[C:4]3[CH:5]=[CH:6][C:7]([Cl:8])=[C:2]([Cl:1])[CH:3]=3)[CH2:14][CH2:15]2)[CH2:33]1)([CH3:29])([CH3:28])[CH3:27]. The yield is 0.750. The catalyst is CC(N(C)C)=O. The reactants are [Cl:1][C:2]1[CH:3]=[C:4](/[CH:9]=[CH:10]/[C:11]([N:13]2[CH2:19][CH2:18][C:17](=[O:20])[N:16]([CH2:21][CH2:22][CH2:23][CH2:24]I)[CH2:15][CH2:14]2)=[O:12])[CH:5]=[CH:6][C:7]=1[Cl:8].[C:26]([Si:30]([CH3:47])([CH3:46])[O:31][C@H:32]1[C@@H:37]([O:38][Si:39]([C:42]([CH3:45])([CH3:44])[CH3:43])([CH3:41])[CH3:40])[CH2:36][CH2:35][NH:34][CH2:33]1)([CH3:29])([CH3:28])[CH3:27].C(=O)([O-])[O-].[Cs+].[Cs+].C(Cl)Cl. (2) The catalyst is [Ti+4]. The yield is 0.628. The product is [Cl:1][C:2]1[CH:7]=[CH:6][C:5]([C:8]([CH3:18])([CH3:36])[CH2:9][C:10](/[CH:11]=[N:21]/[C:22]2[CH:31]=[CH:30][C:29]([F:32])=[C:28]3[C:23]=2[CH:24]=[N:25][C:26]([CH3:33])=[N:27]3)([OH:17])[C:13]([F:14])([F:15])[F:16])=[CH:4][C:3]=1[O:19][CH3:20]. The reactants are [Cl:1][C:2]1[CH:7]=[CH:6][C:5]([CH:8]([CH3:18])[CH2:9][C:10]([OH:17])([C:13]([F:16])([F:15])[F:14])[CH:11]=O)=[CH:4][C:3]=1[O:19][CH3:20].[NH2:21][C:22]1[CH:31]=[CH:30][C:29]([F:32])=[C:28]2[C:23]=1[CH:24]=[N:25][C:26]([CH3:33])=[N:27]2.[Cl-].[Na+].[CH3:36]C1C=CC=CC=1C. (3) The reactants are Cl[C:2]1[CH:7]=[C:6]([NH:8][C:9]2[CH:19]=[CH:18][CH:17]=[CH:16][C:10]=2[C:11]([NH:13][O:14][CH3:15])=[O:12])[C:5]([Cl:20])=[CH:4][N:3]=1.[CH3:21][N:22]1[CH:26]=[C:25]([NH2:27])[C:24]([CH3:28])=[N:23]1.C(=O)([O-])[O-].[Cs+].[Cs+].C1C=CC(P(C2C(C3C(P(C4C=CC=CC=4)C4C=CC=CC=4)=CC=C4C=3C=CC=C4)=C3C(C=CC=C3)=CC=2)C2C=CC=CC=2)=CC=1. The catalyst is C([O-])(=O)C.[Pd+2].C([O-])(=O)C.O1CCOCC1.C1COCC1. The product is [Cl:20][C:5]1[C:6]([NH:8][C:9]2[CH:19]=[CH:18][CH:17]=[CH:16][C:10]=2[C:11]([NH:13][O:14][CH3:15])=[O:12])=[CH:7][C:2]([NH:27][C:25]2[C:24]([CH3:28])=[N:23][N:22]([CH3:21])[CH:26]=2)=[N:3][CH:4]=1. The yield is 0.180. (4) The reactants are [CH3:1]C([O-])(C)C.[K+].[F:7][C:8]1[CH:9]=[C:10]([CH:13]=[C:14]([F:27])[C:15]=1[O:16][C:17]1[CH:18]=[N:19][C:20]([C:23]([F:26])([F:25])[F:24])=[N:21][CH:22]=1)[CH:11]=O.[NH4+].[Cl-]. The catalyst is [Br-].C[P+](C1C=CC=CC=1)(C1C=CC=CC=1)C1C=CC=CC=1.C1COCC1. The product is [F:7][C:8]1[CH:9]=[C:10]([CH:11]=[CH2:1])[CH:13]=[C:14]([F:27])[C:15]=1[O:16][C:17]1[CH:18]=[N:19][C:20]([C:23]([F:26])([F:25])[F:24])=[N:21][CH:22]=1. The yield is 0.542. (5) The reactants are [Br:1][C:2]1[CH:3]=[C:4]([C:8]2([C:15]3[CH:20]=[CH:19][C:18]([O:21][CH3:22])=[CH:17][CH:16]=3)[C:12](=S)[S:11][C:10](=S)[NH:9]2)[CH:5]=[CH:6][CH:7]=1.[NH2:23][CH2:24][CH:25]([CH2:30][NH2:31])[C:26]([O:28][CH3:29])=[O:27].C(N(CC)CC)C. The catalyst is C(O)C. The product is [Br:1][C:2]1[CH:3]=[C:4]([C:8]2([C:15]3[CH:16]=[CH:17][C:18]([O:21][CH3:22])=[CH:19][CH:20]=3)[C:12]3=[N:23][CH2:24][CH:25]([C:26]([O:28][CH3:29])=[O:27])[CH2:30][N:31]3[C:10](=[S:11])[NH:9]2)[CH:5]=[CH:6][CH:7]=1. The yield is 0.390. (6) The reactants are [CH3:1][C:2]1[C:15]2[C:6](=[CH:7][N:8]=[C:9]3[C:14]=2[C:13](=O)[CH2:12][CH:11]=[CH:10]3)[CH:5]=[CH:4][CH:3]=1.P(Cl)(Cl)(Cl)(Cl)[Cl:18].P(Cl)(Cl)(Cl)=O. The catalyst is C1(C)C=CC=CC=1. The product is [Cl:18][C:7]1[N:8]=[C:9]2[C:14](=[C:15]3[C:6]=1[CH:5]=[CH:4][CH:3]=[C:2]3[CH3:1])[CH:13]=[CH:12][CH:11]=[CH:10]2. The yield is 0.950.